From a dataset of Reaction yield outcomes from USPTO patents with 853,638 reactions. Predict the reaction yield, written as a fraction of the theoretical maximum amount of product (1.0 means a 100% yield; for example, 0.34 means a 34% yield). (1) The reactants are C([O:3][C:4]([C:6]1[CH:7]=[C:8]([CH2:16][CH2:17][O:18][CH2:19][CH3:20])[N:9]2[C:14]=1[C:13]([Cl:15])=[CH:12][CH:11]=[CH:10]2)=[O:5])C.[OH-].[Na+]. The catalyst is CO. The product is [Cl:15][C:13]1[C:14]2[N:9]([C:8]([CH2:16][CH2:17][O:18][CH2:19][CH3:20])=[CH:7][C:6]=2[C:4]([OH:5])=[O:3])[CH:10]=[CH:11][CH:12]=1. The yield is 0.671. (2) The reactants are [F:1][C:2]1[C:3]([F:12])=[CH:4][C:5]2[S:9][C:8]([NH2:10])=[N:7][C:6]=2[CH:11]=1.[F:13][C:14]([F:26])([F:25])[O:15][C:16]1[CH:17]=[C:18]([CH:22]=[CH:23][CH:24]=1)[C:19](Cl)=[O:20].Br[CH:28]([CH2:33][CH3:34])[C:29]([O:31]C)=[O:30].COC1C=CC2N=C(N)SC=2C=1.ClC1C=C(C=CC=1)C(Cl)=O.BrCC(OCC)=O. No catalyst specified. The product is [F:1][C:2]1[C:3]([F:12])=[CH:4][C:5]2[S:9][C:8](=[N:10][C:19](=[O:20])[C:18]3[CH:22]=[CH:23][CH:24]=[C:16]([O:15][C:14]([F:26])([F:25])[F:13])[CH:17]=3)[N:7]([CH:28]([CH2:33][CH3:34])[C:29]([OH:31])=[O:30])[C:6]=2[CH:11]=1. The yield is 0.0900. (3) The reactants are Cl[C:2]1[C:3]2[CH:10]=[CH:9][NH:8][C:4]=2[N:5]=[C-:6][N:7]=1.[CH3:11][N:12]1[C:17](=[O:18])[CH2:16][C@@H:15]2[CH2:19][CH:20]([NH:22][CH3:23])[CH2:21][C@@H:14]2[CH2:13]1.C(=O)([O-])[O-].[K+].[K+]. The catalyst is O. The product is [CH3:11][N:12]1[C:17](=[O:18])[CH2:16][C@H:15]2[CH2:19][C@@H:20]([N:22]([CH3:23])[C:2]3[C:3]4[CH:10]=[CH:9][NH:8][C:4]=4[N:5]=[CH:6][N:7]=3)[CH2:21][C@H:14]2[CH2:13]1. The yield is 0.0500. (4) The product is [NH2:19][CH2:18][C@@H:17]([NH:16][C:14]([C:11]1[S:12][CH:13]=[C:9]([C:5]2[N:4]([CH3:41])[N:3]=[C:2]([Cl:1])[C:6]=2[CH2:7][CH3:8])[CH:10]=1)=[O:15])[CH2:30][C:31]1[CH:36]=[CH:35][CH:34]=[CH:33][C:32]=1[C:37]([F:40])([F:39])[F:38]. The yield is 0.830. The reactants are [Cl:1][C:2]1[C:6]([CH2:7][CH3:8])=[C:5]([C:9]2[CH:10]=[C:11]([C:14]([NH:16][C@@H:17]([CH2:30][C:31]3[CH:36]=[CH:35][CH:34]=[CH:33][C:32]=3[C:37]([F:40])([F:39])[F:38])[CH2:18][N:19]3C(=O)C4C(=CC=CC=4)C3=O)=[O:15])[S:12][CH:13]=2)[N:4]([CH3:41])[N:3]=1.NN. The catalyst is O1CCCC1.CO. (5) The reactants are [O:1]=[S:2]1(=[O:36])[C:6]2[CH:7]=[CH:8][CH:9]=[CH:10][C:5]=2[C:4]([NH:11][C@@H:12]([CH2:17][C:18]2[CH:23]=[CH:22][C:21]([O:24][CH2:25][C:26]3[CH:35]=[CH:34][C:29]4[O:30][CH2:31][CH2:32][O:33][C:28]=4[CH:27]=3)=[CH:20][CH:19]=2)[C:13]([O:15]C)=[O:14])=[N:3]1.[Li+].[OH-].Cl.O. The catalyst is C1COCC1.CO.O. The product is [O:36]=[S:2]1(=[O:1])[C:6]2[CH:7]=[CH:8][CH:9]=[CH:10][C:5]=2[C:4]([NH:11][C@@H:12]([CH2:17][C:18]2[CH:19]=[CH:20][C:21]([O:24][CH2:25][C:26]3[CH:35]=[CH:34][C:29]4[O:30][CH2:31][CH2:32][O:33][C:28]=4[CH:27]=3)=[CH:22][CH:23]=2)[C:13]([OH:15])=[O:14])=[N:3]1. The yield is 0.480. (6) The reactants are [C:1]([OH:10])(=[O:9])/[CH:2]=[CH:3]\[CH:4]=[CH:5]/[C:6]([OH:8])=[O:7].[OH-].[Na+].C. The catalyst is O. The product is [C:1]([OH:10])(=[O:9])/[CH:2]=[CH:3]/[CH:4]=[CH:5]/[C:6]([OH:8])=[O:7]. The yield is 0.650.